This data is from NCI-60 drug combinations with 297,098 pairs across 59 cell lines. The task is: Regression. Given two drug SMILES strings and cell line genomic features, predict the synergy score measuring deviation from expected non-interaction effect. (1) Drug 1: CC1CCC2CC(C(=CC=CC=CC(CC(C(=O)C(C(C(=CC(C(=O)CC(OC(=O)C3CCCCN3C(=O)C(=O)C1(O2)O)C(C)CC4CCC(C(C4)OC)OCCO)C)C)O)OC)C)C)C)OC. Drug 2: C(CC(=O)O)C(=O)CN.Cl. Cell line: DU-145. Synergy scores: CSS=35.8, Synergy_ZIP=-9.16, Synergy_Bliss=-0.365, Synergy_Loewe=-16.6, Synergy_HSA=-2.54. (2) Drug 1: C1C(C(OC1N2C=NC3=C(N=C(N=C32)Cl)N)CO)O. Drug 2: CCC1(C2=C(COC1=O)C(=O)N3CC4=CC5=C(C=CC(=C5CN(C)C)O)N=C4C3=C2)O.Cl. Cell line: EKVX. Synergy scores: CSS=4.79, Synergy_ZIP=-2.26, Synergy_Bliss=-3.31, Synergy_Loewe=-7.83, Synergy_HSA=-3.75. (3) Drug 1: CC1=CC=C(C=C1)C2=CC(=NN2C3=CC=C(C=C3)S(=O)(=O)N)C(F)(F)F. Drug 2: C1=NC2=C(N=C(N=C2N1C3C(C(C(O3)CO)O)O)F)N. Cell line: SN12C. Synergy scores: CSS=27.7, Synergy_ZIP=-7.24, Synergy_Bliss=-2.86, Synergy_Loewe=-4.95, Synergy_HSA=-0.734.